This data is from hERG potassium channel inhibition data for cardiac toxicity prediction from Karim et al.. The task is: Regression/Classification. Given a drug SMILES string, predict its toxicity properties. Task type varies by dataset: regression for continuous values (e.g., LD50, hERG inhibition percentage) or binary classification for toxic/non-toxic outcomes (e.g., AMES mutagenicity, cardiotoxicity, hepatotoxicity). Dataset: herg_karim. (1) The molecule is CNC1CCCN(c2c(F)cc3c(=O)c(C(=O)O)cn(C4CC4)c3c2OC)C1. The result is 0 (non-blocker). (2) The molecule is Cc1c([C@H]2CN3CCN(C(=O)Cc4ccc(-n5cnnn5)nc4)C[C@H]3CO2)ccc2c1COC2=O. The result is 0 (non-blocker). (3) The compound is CC(C)n1nc(C(=O)NCC2CCN(CCc3ccc(N)cc3)CC2)c2ccccc21. The result is 0 (non-blocker). (4) The compound is CC(NC(=O)C1(N)CCCN(c2ncnc3[nH]ccc23)C1)c1ccc(F)cc1. The result is 0 (non-blocker).